Task: Predict the reaction yield, written as a fraction of the theoretical maximum amount of product (1.0 means a 100% yield; for example, 0.34 means a 34% yield).. Dataset: Reaction yield outcomes from USPTO patents with 853,638 reactions (1) The reactants are C([O:4][CH2:5][C@@:6]([NH:42]C(=O)C)([CH3:41])[CH2:7][CH2:8][C:9]1[N:10]([CH3:40])[C:11]([C:14]([O:26]C(=O)CCCC2C=CC(C#N)=CC=2)=[CH:15][CH2:16][CH2:17][C:18]2[CH:23]=[CH:22][C:21]([C:24]#[N:25])=[CH:20][CH:19]=2)=[CH:12][CH:13]=1)(=O)C.O.[OH-].[Li+].C(Cl)Cl. The catalyst is O1CCCC1.CO.O. The product is [NH2:42][C@:6]([CH3:41])([CH2:7][CH2:8][C:9]1[N:10]([CH3:40])[C:11]([C:14](=[O:26])[CH2:15][CH2:16][CH2:17][C:18]2[CH:23]=[CH:22][C:21]([C:24]#[N:25])=[CH:20][CH:19]=2)=[CH:12][CH:13]=1)[CH2:5][OH:4]. The yield is 0.790. (2) The reactants are [CH3:1][C:2]([C:17]1[CH:22]=[CH:21][CH:20]=[CH:19][CH:18]=1)([CH3:16])[CH2:3][CH2:4]/[CH:5]=[N:6]/[S@:7]([C:9]1[CH:14]=[CH:13][C:12]([CH3:15])=[CH:11][CH:10]=1)=[O:8].[C-:23]#[N:24].C([Al+]CC)C.C(O)(C)C.[Cl-].[NH4+]. The catalyst is O1CCCC1. The product is [C:23]([C@@H:5]([NH:6][S@:7]([C:9]1[CH:10]=[CH:11][C:12]([CH3:15])=[CH:13][CH:14]=1)=[O:8])[CH2:4][CH2:3][C:2]([CH3:1])([C:17]1[CH:22]=[CH:21][CH:20]=[CH:19][CH:18]=1)[CH3:16])#[N:24]. The yield is 0.430.